This data is from Forward reaction prediction with 1.9M reactions from USPTO patents (1976-2016). The task is: Predict the product of the given reaction. (1) Given the reactants [Cl:1][C:2]1[CH:13]=[C:12]([Cl:14])[C:11]([O:15][C:16]2[N:20]([CH3:21])[N:19]=[C:18]([CH3:22])[C:17]=2[CH:23]=[CH2:24])=[CH:10][C:3]=1[O:4][C@@H:5]([CH3:9])[C:6](O)=[O:7].Cl.[CH3:26][NH:27][CH3:28].Cl.C(N=C=NCCCN(C)C)C.ON1C2C=CC=CC=2N=N1, predict the reaction product. The product is: [Cl:1][C:2]1[CH:13]=[C:12]([Cl:14])[C:11]([O:15][C:16]2[N:20]([CH3:21])[N:19]=[C:18]([CH3:22])[C:17]=2[CH:23]=[CH2:24])=[CH:10][C:3]=1[O:4][C@@H:5]([CH3:9])[C:6]([N:27]([CH3:28])[CH3:26])=[O:7]. (2) The product is: [CH3:9][O:10][C:11]1[CH:12]=[CH:13][C:14]2[CH2:15][C@H:16]3[N:27]([C:1](=[O:3])[CH3:2])[CH2:26][CH2:25][C@@:22]4([C:23]=2[CH:24]=1)[C@H:17]3[CH2:18][CH2:19][CH2:20][CH2:21]4. Given the reactants [C:1](OC(=O)C)(=[O:3])[CH3:2].Cl.[CH3:9][O:10][C:11]1[CH:12]=[CH:13][C:14]2[CH2:15][C@H:16]3[NH:27][CH2:26][CH2:25][C@@:22]4([C:23]=2[CH:24]=1)[C@H:17]3[CH2:18][CH2:19][CH2:20][CH2:21]4.C(N(CC)CC)C, predict the reaction product. (3) Given the reactants [O:1]=[C:2]1[C:7]2[NH:8][C:9]3[CH:10]=[CH:11][CH:12]=[CH:13][C:14]=3[C:6]=2[N:5]=[C:4]([S:15][CH2:16][C:17]([O:19][C:20]([CH3:23])([CH3:22])[CH3:21])=[O:18])[N:3]1[C:24]1[CH:29]=[CH:28][CH:27]=[CH:26][CH:25]=1.[H-].[Na+].I[CH2:33][CH2:34][CH2:35][CH2:36][CH3:37], predict the reaction product. The product is: [O:1]=[C:2]1[C:7]2[N:8]([CH2:33][CH2:34][CH2:35][CH2:36][CH3:37])[C:9]3[CH:10]=[CH:11][CH:12]=[CH:13][C:14]=3[C:6]=2[N:5]=[C:4]([S:15][CH2:16][C:17]([O:19][C:20]([CH3:22])([CH3:23])[CH3:21])=[O:18])[N:3]1[C:24]1[CH:29]=[CH:28][CH:27]=[CH:26][CH:25]=1. (4) The product is: [NH2:31][C:5]([C:8]1[O:9][C:10]2[CH:16]=[CH:15][C:14]([C:17]3[N:21]=[C:20](/[CH:22]=[CH:23]/[C:24]4[CH:29]=[CH:28][C:27]([CH3:30])=[CH:26][CH:25]=4)[O:19][N:18]=3)=[CH:13][C:11]=2[CH:12]=1)([CH2:4][OH:3])[CH2:6][OH:7]. Given the reactants CC1(C)[O:7][CH2:6][C:5]([NH:31]C(=O)OC(C)(C)C)([C:8]2[O:9][C:10]3[CH:16]=[CH:15][C:14]([C:17]4[N:21]=[C:20](/[CH:22]=[CH:23]/[C:24]5[CH:29]=[CH:28][C:27]([CH3:30])=[CH:26][CH:25]=5)[O:19][N:18]=4)=[CH:13][C:11]=3[CH:12]=2)[CH2:4][O:3]1.C(=O)(OC1(C2OC3C=CC(C4N=C(C5C=CC(OCCC)=C(Cl)C=5)ON=4)=CC=3C=2)COC(C)(C)OC1C(C)(C)C)N, predict the reaction product. (5) Given the reactants C(N(CC)CC)C.P(Cl)(Cl)(Cl)=O.[CH3:13][C@H:14]1[CH2:19][N:18]([C:20]2[CH:25]=[CH:24][C:23]([O:26][C:27]([F:30])([F:29])[F:28])=[CH:22][CH:21]=2)[CH2:17][C@@H:16]([CH3:31])[N:15]1[S:32]([C:35]1[CH:43]=[CH:42][CH:41]=[C:40]2[C:36]=1[CH2:37][CH:38]([C:44]([NH2:46])=O)[CH2:39]2)(=[O:34])=[O:33], predict the reaction product. The product is: [CH3:13][C@H:14]1[CH2:19][N:18]([C:20]2[CH:25]=[CH:24][C:23]([O:26][C:27]([F:29])([F:28])[F:30])=[CH:22][CH:21]=2)[CH2:17][C@@H:16]([CH3:31])[N:15]1[S:32]([C:35]1[CH:43]=[CH:42][CH:41]=[C:40]2[C:36]=1[CH2:37][CH:38]([C:44]#[N:46])[CH2:39]2)(=[O:34])=[O:33]. (6) Given the reactants [Br:1][C:2]1[C:7]([CH3:8])=[CH:6][C:5](B2OC(C)(C)C(C)(C)O2)=[CH:4][C:3]=1[CH3:18].Br[C:20]1[CH:25]=[N:24][CH:23]=[C:22]([CH3:26])[N:21]=1, predict the reaction product. The product is: [Br:1][C:2]1[C:3]([CH3:18])=[CH:4][C:5]([C:20]2[CH:25]=[N:24][CH:23]=[C:22]([CH3:26])[N:21]=2)=[CH:6][C:7]=1[CH3:8]. (7) Given the reactants [CH:1]([N:4]([C:11]1[CH:16]=[CH:15][C:14]([NH:17][C:18]2[CH:23]=[CH:22][CH:21]=[CH:20][CH:19]=2)=[CH:13][CH:12]=1)[C:5](=[O:10])[CH2:6][C:7](=O)[CH3:8])([CH3:3])[CH3:2].C(O)(=O)C.[NH3:28], predict the reaction product. The product is: [CH:1]([N:4]([C:11]1[CH:16]=[CH:15][C:14]([NH:17][C:18]2[CH:23]=[CH:22][CH:21]=[CH:20][CH:19]=2)=[CH:13][CH:12]=1)[C:5](=[O:10])/[CH:6]=[C:7](\[NH2:28])/[CH3:8])([CH3:3])[CH3:2].